Task: Binary Classification. Given a T-cell receptor sequence (or CDR3 region) and an epitope sequence, predict whether binding occurs between them.. Dataset: TCR-epitope binding with 47,182 pairs between 192 epitopes and 23,139 TCRs (1) The epitope is ATDALMTGY. The TCR CDR3 sequence is CASSQSDLTAKQPQHF. Result: 1 (the TCR binds to the epitope). (2) The epitope is KLNVGDYFV. The TCR CDR3 sequence is CASSIVVGPYNEQFF. Result: 0 (the TCR does not bind to the epitope). (3) The epitope is MMISAGFSL. The TCR CDR3 sequence is CASSNRVEQFF. Result: 0 (the TCR does not bind to the epitope). (4) The epitope is IPRRNVATL. The TCR CDR3 sequence is CASSLGDSWNSPLHF. Result: 0 (the TCR does not bind to the epitope).